From a dataset of Peptide-MHC class I binding affinity with 185,985 pairs from IEDB/IMGT. Regression. Given a peptide amino acid sequence and an MHC pseudo amino acid sequence, predict their binding affinity value. This is MHC class I binding data. (1) The peptide sequence is LTAGFLIFL. The MHC is HLA-A01:01 with pseudo-sequence HLA-A01:01. The binding affinity (normalized) is 0. (2) The peptide sequence is VPRRKAKII. The MHC is HLA-A11:01 with pseudo-sequence HLA-A11:01. The binding affinity (normalized) is 0.